From a dataset of Forward reaction prediction with 1.9M reactions from USPTO patents (1976-2016). Predict the product of the given reaction. Given the reactants [CH2:1]([O:3][C:4](=[O:11])[CH:5]1[CH2:10][CH2:9][NH:8][CH2:7][CH2:6]1)[CH3:2].C(N(CC)CC)C.[F:19][C:20]1[CH:28]=[CH:27][C:23]([C:24](Cl)=[O:25])=[CH:22][CH:21]=1, predict the reaction product. The product is: [F:19][C:20]1[CH:28]=[CH:27][C:23]([C:24]([N:8]2[CH2:7][CH2:6][CH:5]([C:4]([O:3][CH2:1][CH3:2])=[O:11])[CH2:10][CH2:9]2)=[O:25])=[CH:22][CH:21]=1.